Dataset: Reaction yield outcomes from USPTO patents with 853,638 reactions. Task: Predict the reaction yield, written as a fraction of the theoretical maximum amount of product (1.0 means a 100% yield; for example, 0.34 means a 34% yield). (1) The reactants are [Cl:1][C:2]1[CH:7]=[C:6]([N+:8]([O-:10])=[O:9])[CH:5]=[CH:4][C:3]=1[N:11]1[CH2:16][CH2:15][N:14](C(OC(C)(C)C)=O)[CH2:13][C@@H:12]1[CH3:24].C(O)(C(F)(F)F)=O. The catalyst is C(Cl)Cl. The product is [Cl:1][C:2]1[CH:7]=[C:6]([N+:8]([O-:10])=[O:9])[CH:5]=[CH:4][C:3]=1[N:11]1[CH2:16][CH2:15][NH:14][CH2:13][C@@H:12]1[CH3:24]. The yield is 0.652. (2) The reactants are Br[C:2]1[C:10]2[C:9]([N:11]3[CH2:16][CH2:15][C:14]([NH:21][C:22]([O:24][C:25]([CH3:28])([CH3:27])[CH3:26])=[O:23])([C:17]([O:19][CH3:20])=[O:18])[CH2:13][CH2:12]3)=[N:8][CH:7]=[N:6][C:5]=2[N:4]([S:29]([C:32]2[CH:38]=[CH:37][C:35]([CH3:36])=[CH:34][CH:33]=2)(=[O:31])=[O:30])[CH:3]=1.[O-]P([O-])([O-])=O.[K+].[K+].[K+].C1(P([CH:60]2[CH2:65][CH2:64]CCC2)C2CCCCC2)CCCCC1.C1(B(O)O)CC1. The yield is 0.434. The product is [C:25]([O:24][C:22]([NH:21][C:14]1([C:17]([O:19][CH3:20])=[O:18])[CH2:15][CH2:16][N:11]([C:9]2[C:10]3[C:2]([CH:64]4[CH2:65][CH2:60]4)=[CH:3][N:4]([S:29]([C:32]4[CH:38]=[CH:37][C:35]([CH3:36])=[CH:34][CH:33]=4)(=[O:31])=[O:30])[C:5]=3[N:6]=[CH:7][N:8]=2)[CH2:12][CH2:13]1)=[O:23])([CH3:28])([CH3:27])[CH3:26]. The catalyst is C1(C)C=CC=CC=1.O.CCOC(C)=O.C([O-])(=O)C.[Pd+2].C([O-])(=O)C. (3) The reactants are [C:1]([O:5][C:6]([C:8]1[CH:13]=[CH:12][C:11](B(O)O)=[CH:10][CH:9]=1)=[O:7])([CH3:4])([CH3:3])[CH3:2].Br[C:18]1[S:19][C:20]([CH3:32])=[C:21]([CH2:23][O:24][Si:25]([C:28]([CH3:31])([CH3:30])[CH3:29])([CH3:27])[CH3:26])[N:22]=1.C(=O)([O-])[O-].[Na+].[Na+].C(Cl)Cl. The catalyst is C1(C)C=CC=CC=1.C(O)C. The product is [Si:25]([O:24][CH2:23][C:21]1[N:22]=[C:18]([C:11]2[CH:12]=[CH:13][C:8]([C:6]([O:5][C:1]([CH3:4])([CH3:3])[CH3:2])=[O:7])=[CH:9][CH:10]=2)[S:19][C:20]=1[CH3:32])([C:28]([CH3:31])([CH3:30])[CH3:29])([CH3:26])[CH3:27]. The yield is 0.740. (4) The reactants are [C:1]([Cl:4])(=O)C.[NH2:5][C:6]1[CH:7]=[C:8]([CH:12]=[CH:13][C:14]=1[OH:15])[C:9]([OH:11])=[O:10]. The catalyst is CO. The product is [ClH:4].[CH3:1][O:10][C:9](=[O:11])[C:8]1[CH:12]=[CH:13][C:14]([OH:15])=[C:6]([NH2:5])[CH:7]=1. The yield is 0.830. (5) The catalyst is C1(C)C=CC=CC=1. The yield is 0.369. The product is [CH3:8][O:7][CH2:5][C:4](=[O:3])[CH2:10][C:11](=[O:12])[CH3:13]. The reactants are [Na].C[O:3][CH2:4][C:5]([O:7][CH2:8]C)=O.[CH3:10][C:11]([CH3:13])=[O:12].COC(C)(C)C. (6) The reactants are [C:1]([C:9]1[C:10]([C:15]([OH:17])=O)=[N:11][CH:12]=[CH:13][CH:14]=1)(=O)[C:2]1[CH:7]=[CH:6][CH:5]=[CH:4][CH:3]=1.O.[NH2:19][NH2:20]. The catalyst is C(O)C. The product is [C:2]1([C:1]2[C:9]3[CH:14]=[CH:13][CH:12]=[N:11][C:10]=3[C:15](=[O:17])[NH:19][N:20]=2)[CH:7]=[CH:6][CH:5]=[CH:4][CH:3]=1. The yield is 0.710.